From a dataset of NCI-60 drug combinations with 297,098 pairs across 59 cell lines. Regression. Given two drug SMILES strings and cell line genomic features, predict the synergy score measuring deviation from expected non-interaction effect. (1) Drug 1: COC1=C(C=C2C(=C1)N=CN=C2NC3=CC(=C(C=C3)F)Cl)OCCCN4CCOCC4. Drug 2: C1=NC(=NC(=O)N1C2C(C(C(O2)CO)O)O)N. Cell line: MDA-MB-435. Synergy scores: CSS=6.87, Synergy_ZIP=-2.31, Synergy_Bliss=1.56, Synergy_Loewe=-1.40, Synergy_HSA=-1.85. (2) Drug 1: C1=CC(=CC=C1CCC2=CNC3=C2C(=O)NC(=N3)N)C(=O)NC(CCC(=O)O)C(=O)O. Drug 2: CC1C(C(CC(O1)OC2CC(CC3=C2C(=C4C(=C3O)C(=O)C5=C(C4=O)C(=CC=C5)OC)O)(C(=O)CO)O)N)O.Cl. Cell line: A549. Synergy scores: CSS=50.3, Synergy_ZIP=-1.64, Synergy_Bliss=-9.10, Synergy_Loewe=12.7, Synergy_HSA=1.77. (3) Drug 1: CC1=C2C(C(=O)C3(C(CC4C(C3C(C(C2(C)C)(CC1OC(=O)C(C(C5=CC=CC=C5)NC(=O)OC(C)(C)C)O)O)OC(=O)C6=CC=CC=C6)(CO4)OC(=O)C)OC)C)OC. Drug 2: CC1=C(C(=CC=C1)Cl)NC(=O)C2=CN=C(S2)NC3=CC(=NC(=N3)C)N4CCN(CC4)CCO. Cell line: SN12C. Synergy scores: CSS=42.1, Synergy_ZIP=-6.66, Synergy_Bliss=-4.10, Synergy_Loewe=0.937, Synergy_HSA=1.73. (4) Drug 1: CC(C1=C(C=CC(=C1Cl)F)Cl)OC2=C(N=CC(=C2)C3=CN(N=C3)C4CCNCC4)N. Drug 2: CC1CCCC2(C(O2)CC(NC(=O)CC(C(C(=O)C(C1O)C)(C)C)O)C(=CC3=CSC(=N3)C)C)C. Cell line: UACC62. Synergy scores: CSS=17.4, Synergy_ZIP=-2.39, Synergy_Bliss=3.54, Synergy_Loewe=1.83, Synergy_HSA=3.36.